This data is from Reaction yield outcomes from USPTO patents with 853,638 reactions. The task is: Predict the reaction yield, written as a fraction of the theoretical maximum amount of product (1.0 means a 100% yield; for example, 0.34 means a 34% yield). (1) The reactants are C[O:2][C@H:3]1[CH2:11][N:10]2[C@H:5]([CH2:6][C:7](=[O:12])[CH2:8][CH2:9]2)[CH2:4]1.C(=O)([O-])[O-].[Na+].[Na+]. The catalyst is Br. The product is [OH:2][C@H:3]1[CH2:11][N:10]2[C@H:5]([CH2:6][C:7](=[O:12])[CH2:8][CH2:9]2)[CH2:4]1. The yield is 0.520. (2) The reactants are [CH3:1][C:2]1[CH:3]=[C:4]([CH:6]=[C:7](B2OC(C)(C)C(C)(C)O2)[CH:8]=1)[NH2:5].Br[C:19]1[S:23][C:22]([C:24]([OH:35])([CH3:34])[CH2:25][O:26][Si:27]([C:30]([CH3:33])([CH3:32])[CH3:31])([CH3:29])[CH3:28])=[N:21][CH:20]=1.CC(C1C=C(C(C)C)C(C2C=CC=CC=2P(C2CCCCC2)C2CCCCC2)=C(C(C)C)C=1)C.C(=O)([O-])[O-].[Cs+].[Cs+]. The catalyst is C1C=CC(/C=C/C(/C=C/C2C=CC=CC=2)=O)=CC=1.C1C=CC(/C=C/C(/C=C/C2C=CC=CC=2)=O)=CC=1.C1C=CC(/C=C/C(/C=C/C2C=CC=CC=2)=O)=CC=1.[Pd].[Pd]. The product is [NH2:5][C:4]1[CH:6]=[C:7]([C:19]2[S:23][C:22]([C:24]([OH:35])([CH3:34])[CH2:25][O:26][Si:27]([C:30]([CH3:33])([CH3:32])[CH3:31])([CH3:29])[CH3:28])=[N:21][CH:20]=2)[CH:8]=[C:2]([CH3:1])[CH:3]=1. The yield is 0.730. (3) The reactants are C[O:2][C:3](=[O:41])[CH2:4][CH2:5][CH2:6][CH2:7][C:8]#[C:9][C:10]1[CH:15]=[CH:14][C:13]([C:16]([CH2:38][CH3:39])([C:19]2[CH:24]=[CH:23][C:22]([C:25]#[C:26][C:27]([OH:36])([C:32]([F:35])([F:34])[F:33])[C:28]([F:31])([F:30])[F:29])=[C:21]([CH3:37])[CH:20]=2)[CH2:17][CH3:18])=[CH:12][C:11]=1[CH3:40]. The catalyst is CO.[OH-].[Na+]. The product is [CH2:17]([C:16]([C:13]1[CH:14]=[CH:15][C:10]([C:9]#[C:8][CH2:7][CH2:6][CH2:5][CH2:4][C:3]([OH:41])=[O:2])=[C:11]([CH3:40])[CH:12]=1)([C:19]1[CH:24]=[CH:23][C:22]([C:25]#[C:26][C:27]([OH:36])([C:32]([F:33])([F:34])[F:35])[C:28]([F:31])([F:29])[F:30])=[C:21]([CH3:37])[CH:20]=1)[CH2:38][CH3:39])[CH3:18]. The yield is 0.400. (4) The reactants are C(O)(=O)C.[Si]([O:12][CH2:13][CH2:14][CH2:15][N:16]([CH3:24])[C:17](=[O:23])[O:18][C:19]([CH3:22])([CH3:21])[CH3:20])(C(C)(C)C)(C)C.CCOC(C)=O.CCCCCC. The catalyst is O.C1COCC1. The product is [C:19]([O:18][C:17](=[O:23])[N:16]([CH2:15][CH2:14][CH2:13][OH:12])[CH3:24])([CH3:22])([CH3:20])[CH3:21]. The yield is 0.660. (5) The reactants are [OH-].[K+].C([N:6]1[CH2:11][CH2:10][C:9]([CH:13]2[CH2:18][CH2:17][CH2:16][CH2:15][CH2:14]2)([OH:12])[CH2:8][CH2:7]1)(=O)C. The catalyst is CO. The product is [CH:13]1([C:9]2([OH:12])[CH2:10][CH2:11][NH:6][CH2:7][CH2:8]2)[CH2:14][CH2:15][CH2:16][CH2:17][CH2:18]1. The yield is 0.990.